Dataset: Full USPTO retrosynthesis dataset with 1.9M reactions from patents (1976-2016). Task: Predict the reactants needed to synthesize the given product. Given the product [CH3:54][O:53][C:50]1[CH:51]=[CH:52][C:47]([CH2:46][N:20]2[C:21]3=[N:22][CH:23]=[C:24]([C:40]4[CH:41]=[CH:42][CH:43]=[CH:44][CH:45]=4)[C:25]([N:27]4[CH2:32][CH2:31][N:30]([C:33]([O:35][C:36]([CH3:37])([CH3:39])[CH3:38])=[O:34])[CH2:29][CH2:28]4)=[C:26]3[C:18]([C:2]#[C:1][C:3]3[CH:4]=[N:5][N:6]([CH2:8][C:9]4[CH:14]=[CH:13][C:12]([O:15][CH3:16])=[CH:11][CH:10]=4)[CH:7]=3)=[N:19]2)=[CH:48][CH:49]=1, predict the reactants needed to synthesize it. The reactants are: [C:1]([C:3]1[CH:4]=[N:5][N:6]([CH2:8][C:9]2[CH:14]=[CH:13][C:12]([O:15][CH3:16])=[CH:11][CH:10]=2)[CH:7]=1)#[CH:2].I[C:18]1[C:26]2[C:21](=[N:22][CH:23]=[C:24]([C:40]3[CH:45]=[CH:44][CH:43]=[CH:42][CH:41]=3)[C:25]=2[N:27]2[CH2:32][CH2:31][N:30]([C:33]([O:35][C:36]([CH3:39])([CH3:38])[CH3:37])=[O:34])[CH2:29][CH2:28]2)[N:20]([CH2:46][C:47]2[CH:52]=[CH:51][C:50]([O:53][CH3:54])=[CH:49][CH:48]=2)[N:19]=1.O.C(OCC)(=O)C.